This data is from Drug-target binding data from BindingDB using IC50 measurements. The task is: Regression. Given a target protein amino acid sequence and a drug SMILES string, predict the binding affinity score between them. We predict pIC50 (pIC50 = -log10(IC50 in M); higher means more potent). Dataset: bindingdb_ic50. The drug is CCOC(=O)CNC(=O)CNC(=O)C(N)CC#CCN. The target protein (Q59118) has sequence MTLQTTPSTPLVQDPPVPATLVHAAAQHPLEQLSAEEIHEARRILAEAGLVGESTRFAYLGLIEPPKTTRQGDVTGAARLVRAMLWDAAQSRSLDVRLSLATGLVVDRRELNPEADGQLPVLLEEFGIIEDILSEDPQWNAALTARGLTPAQVRVAPLSAGVFEYGNEEGKRLLRGLGFRQDHPADHPWAHPIDGLVAFVDVENRRVNHLIDDGPVPVPEVNGNYTDPAIRGELRTDLLPIEIMQPEGPSFTLEGNHLSWAGWDLRVGFDAREGLVLHQLHHSHKGRRRPVIHRASISEMVVPYGDPSPYRSWQNYFDSGEYLVGRDANSLRLGCDCLGDITYMSPVVADDFGNPRTIENGICIHEEDAGILWKHTDEWAGSDEVRRNRRLVVSFFTTVGNYDYGFYWYLYLDGTIEFEAKATGIVFTAALPDKDYAYASEIAPGLGAPYHQHLFSARLDMMIDGDANRVEELDLVRLPKGPGNPHGNAFTQKRTLLARE.... The pIC50 is 2.5.